This data is from Forward reaction prediction with 1.9M reactions from USPTO patents (1976-2016). The task is: Predict the product of the given reaction. (1) Given the reactants [CH3:1][O:2][C:3](=[O:23])[C@H:4]([NH:15][C:16]([O:18][C:19]([CH3:22])([CH3:21])[CH3:20])=[O:17])[C:5]1[CH:10]=[CH:9][C:8]([O:11][CH2:12][CH2:13][OH:14])=[CH:7][CH:6]=1.[CH3:24][S:25](Cl)(=[O:27])=[O:26], predict the reaction product. The product is: [CH3:1][O:2][C:3](=[O:23])[C@H:4]([NH:15][C:16]([O:18][C:19]([CH3:20])([CH3:22])[CH3:21])=[O:17])[C:5]1[CH:6]=[CH:7][C:8]([O:11][CH2:12][CH2:13][O:14][S:25]([CH3:24])(=[O:27])=[O:26])=[CH:9][CH:10]=1. (2) Given the reactants C(O[C:6]([N:8]1[CH2:12][C:11](=[CH:13][Cl:14])[CH2:10][C@H:9]1[C:15]([OH:17])=O)=[O:7])(C)(C)C.[C:18]1([C:27]2[CH:32]=[CH:31][CH:30]=[CH:29][CH:28]=2)[CH:23]=[CH:22][C:21](C(Cl)=O)=[CH:20][CH:19]=1.[O:33]1[C:37]2[CH:38]=[CH:39][C:40]([CH2:42][NH2:43])=[CH:41][C:36]=2[O:35][CH2:34]1, predict the reaction product. The product is: [O:33]1[C:37]2[CH:38]=[CH:39][C:40]([CH2:42][NH:43][C:15]([C@@H:9]3[CH2:10][C:11](=[CH:13][Cl:14])[CH2:12][N:8]3[C:6]([C:30]3[CH:29]=[CH:28][C:27]([C:18]4[CH:19]=[CH:20][CH:21]=[CH:22][CH:23]=4)=[CH:32][CH:31]=3)=[O:7])=[O:17])=[CH:41][C:36]=2[O:35][CH2:34]1. (3) Given the reactants [C:1]([C:3]1[C:22](F)=[CH:21][C:20]([O:24][CH3:25])=[CH:19][C:4]=1[O:5][CH:6]1[CH2:11][CH2:10][N:9]([C:12]([O:14][C:15]([CH3:18])([CH3:17])[CH3:16])=[O:13])[CH2:8][CH2:7]1)#[N:2].[NH2:26][NH2:27].O, predict the reaction product. The product is: [NH2:2][C:1]1[C:3]2[C:22](=[CH:21][C:20]([O:24][CH3:25])=[CH:19][C:4]=2[O:5][CH:6]2[CH2:11][CH2:10][N:9]([C:12]([O:14][C:15]([CH3:18])([CH3:17])[CH3:16])=[O:13])[CH2:8][CH2:7]2)[NH:27][N:26]=1. (4) Given the reactants C([O:4][CH2:5][C:6]1[CH:11]=[CH:10][C:9]([C:12]2[N:13]=[C:14]([NH:27][C:28](=[O:30])[CH3:29])[S:15][C:16]=2[C:17]2[CH:22]=[CH:21][C:20]([S:23]([CH3:26])(=[O:25])=[O:24])=[CH:19][CH:18]=2)=[CH:8][CH:7]=1)(=O)C.C(=O)([O-])[O-].Cl, predict the reaction product. The product is: [OH:4][CH2:5][C:6]1[CH:11]=[CH:10][C:9]([C:12]2[N:13]=[C:14]([NH:27][C:28](=[O:30])[CH3:29])[S:15][C:16]=2[C:17]2[CH:22]=[CH:21][C:20]([S:23]([CH3:26])(=[O:25])=[O:24])=[CH:19][CH:18]=2)=[CH:8][CH:7]=1. (5) Given the reactants [Cl:1][CH2:2][CH2:3][O:4][C:5]1[C:12]([O:13][CH3:14])=[CH:11][C:8]([CH:9]=O)=[C:7]([N+:15]([O-:17])=[O:16])[CH:6]=1.[C:18]([CH2:20][C:21]([O:23][CH3:24])=[O:22])#[N:19].N1CCCCC1, predict the reaction product. The product is: [C:18](/[C:20](=[CH:9]\[C:8]1[CH:11]=[C:12]([O:13][CH3:14])[C:5]([O:4][CH2:3][CH2:2][Cl:1])=[CH:6][C:7]=1[N+:15]([O-:17])=[O:16])/[C:21]([O:23][CH3:24])=[O:22])#[N:19]. (6) Given the reactants [F:1][C:2]([F:15])([F:14])[O:3][C:4]1[CH:13]=[CH:12][C:7]([C:8](=[O:11])[CH2:9]Br)=[CH:6][CH:5]=1.[CH2:16]([N:18](CC)[CH2:19][CH3:20])[CH3:17].N1CCCC1.O, predict the reaction product. The product is: [N:18]1([CH2:9][C:8]([C:7]2[CH:12]=[CH:13][C:4]([O:3][C:2]([F:15])([F:14])[F:1])=[CH:5][CH:6]=2)=[O:11])[CH2:19][CH2:20][CH2:17][CH2:16]1.